Dataset: Reaction yield outcomes from USPTO patents with 853,638 reactions. Task: Predict the reaction yield, written as a fraction of the theoretical maximum amount of product (1.0 means a 100% yield; for example, 0.34 means a 34% yield). (1) The reactants are CO[CH2:3][N:4]([CH2:10][C:11]1[CH:16]=[CH:15][CH:14]=[CH:13][CH:12]=1)[CH2:5][Si](C)(C)C.[Cl:17][C:18]1[CH:23]=[CH:22][C:21](/[CH:24]=[CH:25]/[N+:26]([O-:28])=[O:27])=[CH:20][C:19]=1[Cl:29].FC(F)(F)C(O)=O. The catalyst is C(Cl)Cl. The product is [CH2:10]([N:4]1[CH2:5][CH:25]([N+:26]([O-:28])=[O:27])[CH:24]([C:21]2[CH:22]=[CH:23][C:18]([Cl:17])=[C:19]([Cl:29])[CH:20]=2)[CH2:3]1)[C:11]1[CH:16]=[CH:15][CH:14]=[CH:13][CH:12]=1. The yield is 0.790. (2) The reactants are CO[C:3](=[O:13])[C:4]1[C:9]([I:10])=[CH:8][CH:7]=[CH:6][C:5]=1[CH2:11]Br.[CH2:14]([C:18]1[CH:25]=[CH:24][C:21]([CH2:22][NH2:23])=[CH:20][CH:19]=1)[CH2:15][CH2:16][CH3:17].C([O-])([O-])=O.[K+].[K+].C(OCC)(=O)C. The catalyst is C1(C)C=CC=CC=1.CCCCCC. The product is [I:10][C:9]1[CH:8]=[CH:7][CH:6]=[C:5]2[C:4]=1[C:3](=[O:13])[N:23]([CH2:22][C:21]1[CH:24]=[CH:25][C:18]([CH2:14][CH2:15][CH2:16][CH3:17])=[CH:19][CH:20]=1)[CH2:11]2. The yield is 0.500. (3) The reactants are [NH2:1][C:2]1[CH:28]=[CH:27][C:5]([O:6][C:7]2[CH:12]=[CH:11][N:10]=[C:9]([NH:13][C:14]([N:16]3[CH2:21][CH2:20][CH:19]([CH2:22][N:23]4[CH2:26][CH2:25][CH2:24]4)[CH2:18][CH2:17]3)=[O:15])[CH:8]=2)=[CH:4][CH:3]=1.[F:29][C:30]1[CH:35]=[CH:34][C:33]([CH2:36][C:37]([N:39]=[C:40]=[O:41])=[O:38])=[CH:32][CH:31]=1. The catalyst is CN(C)C=O.C(OCC)(=O)C.C(OCC)C.CCCCCC. The product is [F:29][C:30]1[CH:31]=[CH:32][C:33]([CH2:36][C:37]([NH:39][C:40](=[O:41])[NH:1][C:2]2[CH:28]=[CH:27][C:5]([O:6][C:7]3[CH:12]=[CH:11][N:10]=[C:9]([NH:13][C:14]([N:16]4[CH2:17][CH2:18][CH:19]([CH2:22][N:23]5[CH2:26][CH2:25][CH2:24]5)[CH2:20][CH2:21]4)=[O:15])[CH:8]=3)=[CH:4][CH:3]=2)=[O:38])=[CH:34][CH:35]=1. The yield is 0.440. (4) The reactants are [CH3:1][N:2]([CH2:10]C1CCNCC1)[C:3](=[O:9])[O:4][C:5]([CH3:8])([CH3:7])[CH3:6].Cl.Cl[C:19]1C=C[N:22]=[CH:21][N:20]=1.[CH3:25][CH2:26][N:27]([CH:31]([CH3:33])C)[CH:28]([CH3:30])C. The catalyst is CC(O)C.C(OCC)(=O)C.C(=O)([O-])O.[Na+]. The product is [CH3:10][N:2]([CH:1]1[CH2:25][CH2:26][N:27]([C:28]2[CH:30]=[CH:19][N:20]=[CH:21][N:22]=2)[CH2:31][CH2:33]1)[C:3](=[O:9])[O:4][C:5]([CH3:6])([CH3:7])[CH3:8]. The yield is 0.780. (5) The reactants are [CH3:1][C:2]1([CH3:11])[O:6][C@@H:5]([C:7]([O:9]C)=[O:8])[CH2:4][O:3]1.[OH-].[K+:13]. The yield is 0.940. The product is [K+:13].[CH3:1][C:2]1([CH3:11])[O:6][C@@H:5]([C:7]([O-:9])=[O:8])[CH2:4][O:3]1. The catalyst is CO.CCOCC. (6) The reactants are CC(OP(C1C=CC(N)=CC=1)(=O)OC(C)C)C.[CH3:18][C:19]1([CH3:35])[CH2:24][O:23][P:22](=[O:34])([C:25]2[CH:30]=[CH:29][C:28]([N+:31]([O-])=O)=[CH:27][CH:26]=2)[O:21][CH2:20]1. No catalyst specified. The product is [CH3:18][C:19]1([CH3:35])[CH2:20][O:21][P:22]([C:25]2[CH:30]=[CH:29][C:28]([NH2:31])=[CH:27][CH:26]=2)(=[O:34])[O:23][CH2:24]1. The yield is 0.410. (7) The reactants are [CH3:1][O:2][C:3](=[O:15])[CH2:4][O:5][C:6]1[CH:11]=[CH:10][C:9]([N:12]=[C:13]=[O:14])=[CH:8][CH:7]=1.[CH2:16]([OH:19])[CH2:17][OH:18]. The catalyst is O. The product is [CH3:1][O:2][C:3](=[O:15])[CH2:4][O:5][C:6]1[CH:11]=[CH:10][C:9]([NH:12][C:13]([O:18][CH2:17][CH2:16][OH:19])=[O:14])=[CH:8][CH:7]=1. The yield is 0.829. (8) The catalyst is [Pd].C(OCC)(=O)C. The yield is 1.00. The product is [CH3:1][CH:2]([CH2:8][C:9]1[CH:10]=[CH:11][C:12]([C:15]2[N:19]=[CH:18][N:17]([C:20]3[CH:21]=[CH:22][C:23]([O:26][C:27]([F:29])([F:30])[F:28])=[CH:24][CH:25]=3)[N:16]=2)=[CH:13][CH:14]=1)[C:3]([O:5][CH2:6][CH3:7])=[O:4]. The reactants are [CH3:1]/[C:2](=[CH:8]\[C:9]1[CH:14]=[CH:13][C:12]([C:15]2[N:19]=[CH:18][N:17]([C:20]3[CH:25]=[CH:24][C:23]([O:26][C:27]([F:30])([F:29])[F:28])=[CH:22][CH:21]=3)[N:16]=2)=[CH:11][CH:10]=1)/[C:3]([O:5][CH2:6][CH3:7])=[O:4]. (9) The reactants are [NH:1]1[C:9]2[C:4](=[CH:5][CH:6]=[C:7]([N:10]3[CH2:15][CH2:14][N:13]([C:16]([O:18][C:19]([CH3:22])([CH3:21])[CH3:20])=[O:17])[CH2:12][CH2:11]3)[CH:8]=2)[CH:3]=[CH:2]1.CC(C)([O-])C.[Na+].Cl.Br[C:31]1[CH:36]=[CH:35][N:34]=[CH:33][CH:32]=1. The catalyst is [C].[Pd].C1(P(C2C=CC=CC=2)C2C=CC3C(=CC=CC=3)C=2C2C3C(=CC=CC=3)C=CC=2P(C2C=CC=CC=2)C2C=CC=CC=2)C=CC=CC=1.C1(C)C=CC=CC=1. The product is [N:34]1[CH:35]=[CH:36][C:31]([N:1]2[C:9]3[C:4](=[CH:5][CH:6]=[C:7]([N:10]4[CH2:11][CH2:12][N:13]([C:16]([O:18][C:19]([CH3:22])([CH3:21])[CH3:20])=[O:17])[CH2:14][CH2:15]4)[CH:8]=3)[CH:3]=[CH:2]2)=[CH:32][CH:33]=1. The yield is 0.590. (10) The reactants are [H-].[Na+].CN(C)C=O.[CH2:8]([C:12]1[N:13]=[C:14]([CH3:34])[NH:15][C:16](=[O:33])[C:17]=1[CH2:18][C:19]1[CH:24]=[CH:23][C:22]([C:25]2[C:26]([C:31]#[N:32])=[CH:27][CH:28]=[CH:29][CH:30]=2)=[CH:21][CH:20]=1)[CH2:9][CH2:10][CH3:11].Br[CH2:36][C:37]([O:39][CH2:40][CH3:41])=[O:38]. The catalyst is CCCCCC.C(OCC)(=O)C.O. The product is [CH2:8]([C:12]1[N:13]=[C:14]([CH3:34])[N:15]=[C:16]([O:33][CH2:36][C:37]([O:39][CH2:40][CH3:41])=[O:38])[C:17]=1[CH2:18][C:19]1[CH:24]=[CH:23][C:22]([C:25]2[CH:30]=[CH:29][CH:28]=[CH:27][C:26]=2[C:31]#[N:32])=[CH:21][CH:20]=1)[CH2:9][CH2:10][CH3:11]. The yield is 0.300.